This data is from Forward reaction prediction with 1.9M reactions from USPTO patents (1976-2016). The task is: Predict the product of the given reaction. (1) Given the reactants [C:1]([C:3]1[C:11]2[C:6](=[CH:7][CH:8]=[CH:9][CH:10]=2)[NH:5][C:4]=1[C:12]([O:14][CH3:15])=[O:13])#[N:2].[F:16][C:17]1[CH:18]=[C:19](B(O)O)[CH:20]=[CH:21][CH:22]=1.N1C=CC=CC=1, predict the reaction product. The product is: [C:1]([C:3]1[C:11]2[C:6](=[CH:7][CH:8]=[CH:9][CH:10]=2)[N:5]([C:21]2[CH:20]=[CH:19][CH:18]=[C:17]([F:16])[CH:22]=2)[C:4]=1[C:12]([O:14][CH3:15])=[O:13])#[N:2]. (2) Given the reactants [H-].[Na+].[F:3][C:4]([F:19])([F:18])[C:5]1[CH:6]=[C:7]([NH:11][C:12]2[CH2:16][CH2:15][C:14](=[O:17])[CH:13]=2)[CH:8]=[CH:9][CH:10]=1.CC1CCCO1.[C:26]([C:28]1[CH:33]=[CH:32][C:31]([N:34]([CH2:42]S(C2C=CC=CC=2)(=O)=O)[C:35](=[O:41])[O:36][C:37]([CH3:40])([CH3:39])[CH3:38])=[CH:30][CH:29]=1)#[N:27], predict the reaction product. The product is: [C:26]([C:28]1[CH:29]=[CH:30][C:31]([N:34]([CH2:42][C:13]2[C:14](=[O:17])[CH2:15][CH2:16][C:12]=2[NH:11][C:7]2[CH:8]=[CH:9][CH:10]=[C:5]([C:4]([F:18])([F:19])[F:3])[CH:6]=2)[C:35](=[O:41])[O:36][C:37]([CH3:38])([CH3:39])[CH3:40])=[CH:32][CH:33]=1)#[N:27]. (3) Given the reactants [CH2:1]([CH:4]([C:10]([O-])=O)[C:5]([O:7][CH2:8][CH3:9])=[O:6])[CH2:2][CH3:3].N1CCCCC1.C=O, predict the reaction product. The product is: [CH2:1]([C:4](=[CH2:10])[C:5]([O:7][CH2:8][CH3:9])=[O:6])[CH2:2][CH3:3]. (4) Given the reactants [NH2:1][C@H:2]1[CH2:7][CH2:6][C@H:5]([C:8]([OH:10])=[O:9])[CH2:4][CH2:3]1.O.C(=O)([O-])O.[Na+].[C:17]([O:21][C:22](O[C:22]([O:21][C:17]([CH3:20])([CH3:19])[CH3:18])=[O:23])=[O:23])([CH3:20])([CH3:19])[CH3:18], predict the reaction product. The product is: [C:17]([O:21][C:22]([NH:1][C@H:2]1[CH2:7][CH2:6][C@H:5]([C:8]([OH:10])=[O:9])[CH2:4][CH2:3]1)=[O:23])([CH3:20])([CH3:19])[CH3:18]. (5) Given the reactants [Cl:1][C:2]1[CH:7]=[C:6]([Cl:8])[CH:5]=[CH:4][C:3]=1[C:9]1[N:10]=[C:11]([CH2:23][C:24]2[CH:29]=[CH:28][C:27]([Br:30])=[CH:26][CH:25]=2)[N:12]([C:14]2[CH:19]=[CH:18][C:17]([N+:20]([O-])=O)=[CH:16][CH:15]=2)[CH:13]=1.Br[CH2:32][C:33]([O:35][CH3:36])=[O:34], predict the reaction product. The product is: [CH3:36][O:35][C:33](=[O:34])[CH2:32][NH:20][C:17]1[CH:18]=[CH:19][C:14]([N:12]2[CH:13]=[C:9]([C:3]3[CH:4]=[CH:5][C:6]([Cl:8])=[CH:7][C:2]=3[Cl:1])[N:10]=[C:11]2[CH2:23][C:24]2[CH:29]=[CH:28][C:27]([Br:30])=[CH:26][CH:25]=2)=[CH:15][CH:16]=1. (6) Given the reactants [CH2:1]([NH2:4])[C:2]#[CH:3].C([O-])([O-])=O.[K+].[K+].C[O:12][C:13]1[CH:14]=[C:15](O)[CH:16]=[C:17](OC)[CH:18]=1.C(OCC)(=O)C.CCCCCC, predict the reaction product. The product is: [O:12]([NH:4][CH2:1][C:2]#[CH:3])[C:13]1[CH:14]=[CH:15][CH:16]=[CH:17][CH:18]=1.